From a dataset of NCI-60 drug combinations with 297,098 pairs across 59 cell lines. Regression. Given two drug SMILES strings and cell line genomic features, predict the synergy score measuring deviation from expected non-interaction effect. (1) Drug 2: C(CCl)NC(=O)N(CCCl)N=O. Synergy scores: CSS=19.1, Synergy_ZIP=-3.25, Synergy_Bliss=0.694, Synergy_Loewe=-8.33, Synergy_HSA=-2.64. Drug 1: C1=NC2=C(N1)C(=S)N=CN2. Cell line: NCI/ADR-RES. (2) Drug 1: CC1C(C(=O)NC(C(=O)N2CCCC2C(=O)N(CC(=O)N(C(C(=O)O1)C(C)C)C)C)C(C)C)NC(=O)C3=C4C(=C(C=C3)C)OC5=C(C(=O)C(=C(C5=N4)C(=O)NC6C(OC(=O)C(N(C(=O)CN(C(=O)C7CCCN7C(=O)C(NC6=O)C(C)C)C)C)C(C)C)C)N)C. Drug 2: CCC1(CC2CC(C3=C(CCN(C2)C1)C4=CC=CC=C4N3)(C5=C(C=C6C(=C5)C78CCN9C7C(C=CC9)(C(C(C8N6C=O)(C(=O)OC)O)OC(=O)C)CC)OC)C(=O)OC)O.OS(=O)(=O)O. Cell line: SW-620. Synergy scores: CSS=34.3, Synergy_ZIP=-4.46, Synergy_Bliss=-0.215, Synergy_Loewe=-8.28, Synergy_HSA=1.03. (3) Drug 1: C1=CC(=CC=C1CCC2=CNC3=C2C(=O)NC(=N3)N)C(=O)NC(CCC(=O)O)C(=O)O. Drug 2: CN(CCCl)CCCl.Cl. Cell line: HL-60(TB). Synergy scores: CSS=72.1, Synergy_ZIP=4.76, Synergy_Bliss=4.45, Synergy_Loewe=4.10, Synergy_HSA=5.63. (4) Drug 1: C1=NC(=NC(=O)N1C2C(C(C(O2)CO)O)O)N. Drug 2: CN(CCCl)CCCl.Cl. Cell line: SF-268. Synergy scores: CSS=16.1, Synergy_ZIP=-3.10, Synergy_Bliss=1.70, Synergy_Loewe=2.98, Synergy_HSA=3.42. (5) Synergy scores: CSS=3.35, Synergy_ZIP=0.137, Synergy_Bliss=3.15, Synergy_Loewe=0.407, Synergy_HSA=0.488. Drug 2: CC(C)(C#N)C1=CC(=CC(=C1)CN2C=NC=N2)C(C)(C)C#N. Cell line: RPMI-8226. Drug 1: CC1=CC2C(CCC3(C2CCC3(C(=O)C)OC(=O)C)C)C4(C1=CC(=O)CC4)C.